Dataset: Forward reaction prediction with 1.9M reactions from USPTO patents (1976-2016). Task: Predict the product of the given reaction. (1) Given the reactants [CH3:1][O:2][C:3]1[CH:8]=[CH:7][CH:6]=[CH:5][C:4]=1[C:9]#[C:10][CH3:11], predict the reaction product. The product is: [CH3:1][O:2][C:3]1[CH:8]=[CH:7][CH:6]=[CH:5][C:4]=1[C:9]#[C:10][C:11]1[CH:7]=[CH:6][CH:5]=[CH:4][C:3]=1[O:2][CH3:1]. (2) The product is: [C:13]([C:7]1[C:6]([CH3:8])=[CH:5][C:4]([NH:9][C:10](=[O:12])[CH3:11])=[CH:3][C:2]=1[Cl:1])(=[O:15])[CH3:14]. Given the reactants [Cl:1][C:2]1[CH:3]=[C:4]([NH:9][C:10](=[O:12])[CH3:11])[CH:5]=[C:6]([CH3:8])[CH:7]=1.[C:13](Cl)(=[O:15])[CH3:14].[Cl-].[Al+3].[Cl-].[Cl-], predict the reaction product. (3) Given the reactants [I:1][C:2]1[CH:6]=[CH:5][NH:4][N:3]=1.CC(C)([O-])C.[K+].Cl[C:14]1[CH:15]=[C:16]([C:20]([F:23])([F:22])[F:21])[N:17]=[N:18][CH:19]=1, predict the reaction product. The product is: [I:1][C:2]1[CH:6]=[CH:5][N:4]([C:14]2[CH:15]=[C:16]([C:20]([F:23])([F:22])[F:21])[N:17]=[N:18][CH:19]=2)[N:3]=1. (4) Given the reactants CC1C=CC(S(O[CH2:12][C@@H:13]2[C@@H:18]([OH:19])[C@H:17]([OH:20])[C@@H:16]([OH:21])[C@H:15]([C:22]3[CH:27]=[CH:26][C:25]([Cl:28])=[C:24]([CH2:29][C:30]4[S:31][C:32]([C:35]5[O:36][CH:37]=[CH:38][CH:39]=5)=[CH:33][N:34]=4)[CH:23]=3)[O:14]2)(=O)=O)=CC=1.[NH:40]1[CH:44]=[N:43][N:42]=[N:41]1.C(N(CC)CC)C, predict the reaction product. The product is: [N:40]1[N:41]([CH2:12][C@@H:13]2[C@@H:18]([OH:19])[C@H:17]([OH:20])[C@@H:16]([OH:21])[C@H:15]([C:22]3[CH:27]=[CH:26][C:25]([Cl:28])=[C:24]([CH2:29][C:30]4[S:31][C:32]([C:35]5[O:36][CH:37]=[CH:38][CH:39]=5)=[CH:33][N:34]=4)[CH:23]=3)[O:14]2)[N:42]=[N:43][CH:44]=1. (5) Given the reactants Cl[N:2]1[CH2:11][C:10](=[O:12])[C:9]2[C:8]3[CH:13]=[CH:14][CH:15]=[CH:16][C:7]=3[CH:6]=[CH:5][C:4]=2[CH2:3]1.[CH3:17][N:18]([CH3:25])[CH:19]1[CH2:24][CH2:23][NH:22][CH2:21][CH2:20]1, predict the reaction product. The product is: [CH3:17][N:18]([CH3:25])[CH:19]1[CH2:24][CH2:23][N:22]([N:2]2[CH2:11][C:10](=[O:12])[C:9]3[C:8]4[CH:13]=[CH:14][CH:15]=[CH:16][C:7]=4[CH:6]=[CH:5][C:4]=3[CH2:3]2)[CH2:21][CH2:20]1. (6) Given the reactants [CH:1]1([NH:7][C:8]2[C@:12]3([CH2:17][CH2:16][N:15]([CH2:18][C:19]4[CH:24]=[CH:23][CH:22]=[C:21]([O:25][CH:26]([CH3:28])[CH3:27])[CH:20]=4)[C@@H:14]([CH3:29])[CH2:13]3)[N:11]([C:30]3[CH:35]=[CH:34][CH:33]=[C:32]([F:36])[CH:31]=3)[C:10](=[O:37])[N:9]=2)[CH2:6][CH2:5][CH2:4][CH2:3][CH2:2]1.[CH3:38][Si]([N-][Si](C)(C)C)(C)C.[Li+].C1COCC1.IC, predict the reaction product. The product is: [CH:1]1([N:7]=[C:8]2[C@:12]3([CH2:17][CH2:16][N:15]([CH2:18][C:19]4[CH:24]=[CH:23][CH:22]=[C:21]([O:25][CH:26]([CH3:27])[CH3:28])[CH:20]=4)[C@@H:14]([CH3:29])[CH2:13]3)[N:11]([C:30]3[CH:35]=[CH:34][CH:33]=[C:32]([F:36])[CH:31]=3)[C:10](=[O:37])[N:9]2[CH3:38])[CH2:6][CH2:5][CH2:4][CH2:3][CH2:2]1. (7) The product is: [OH:31][NH:30][C:26]([C:24]1[CH:23]=[CH:22][C:11]2[CH2:12][N:13]([C:14]([CH:16]3[CH2:17][CH2:18][O:19][CH2:20][CH2:21]3)=[O:15])[C@@H:7]([C:1]3[CH:2]=[CH:3][CH:4]=[CH:5][CH:6]=3)[CH2:8][O:9][C:10]=2[CH:25]=1)=[O:27]. Given the reactants [C:1]1([C@@H:7]2[N:13]([C:14]([CH:16]3[CH2:21][CH2:20][O:19][CH2:18][CH2:17]3)=[O:15])[CH2:12][C:11]3[CH:22]=[CH:23][C:24]([C:26](OC)=[O:27])=[CH:25][C:10]=3[O:9][CH2:8]2)[CH:6]=[CH:5][CH:4]=[CH:3][CH:2]=1.[NH2:30][OH:31].[OH-].[Na+], predict the reaction product. (8) Given the reactants [Cl:1][C:2]1[CH:3]=[CH:4][C:5](SC)=[C:6]([CH:9]=1)[C:7]#[N:8].O[O:13][S:14]([O-:16])=O.[K+].[C:18](#N)C, predict the reaction product. The product is: [Cl:1][C:2]1[CH:3]=[CH:4][C:5]([S:14]([CH3:18])(=[O:16])=[O:13])=[C:6]([CH:9]=1)[C:7]#[N:8]. (9) Given the reactants [CH2:1]([N:5]1[C:9]([CH2:10][N:11]([CH2:17][C:18]2[CH:19]=[C:20]3[C:24](=[CH:25][CH:26]=2)[NH:23][CH:22]=[CH:21]3)[CH2:12][CH2:13][CH:14]([CH3:16])[CH3:15])=[C:8]([Cl:27])[N:7]=[C:6]1[C:28]1[CH:33]=[CH:32][CH:31]=[CH:30][C:29]=1[CH3:34])[CH2:2][CH2:3][CH3:4].ClS([N:39]=[C:40]=O)(=O)=O.CN(C=O)C.[OH-].[NH4+], predict the reaction product. The product is: [CH2:1]([N:5]1[C:9]([CH2:10][N:11]([CH2:17][C:18]2[CH:19]=[C:20]3[C:24](=[CH:25][CH:26]=2)[NH:23][CH:22]=[C:21]3[C:40]#[N:39])[CH2:12][CH2:13][CH:14]([CH3:15])[CH3:16])=[C:8]([Cl:27])[N:7]=[C:6]1[C:28]1[CH:33]=[CH:32][CH:31]=[CH:30][C:29]=1[CH3:34])[CH2:2][CH2:3][CH3:4]. (10) Given the reactants [CH3:1][S:2]([O:5][C:6]1[CH:11]=[CH:10][CH:9]=[C:8]([C:12]2([C:20]3[CH:25]=[CH:24][C:23]([F:26])=[C:22]([Br:27])[CH:21]=3)[C:16](=[O:17])[N:15]([CH3:18])[C:14](=S)[NH:13]2)[CH:7]=1)(=[O:4])=[O:3].[OH-].[NH4+:29].C(OO)(C)(C)C, predict the reaction product. The product is: [CH3:1][S:2]([O:5][C:6]1[CH:11]=[CH:10][CH:9]=[C:8]([C:12]2([C:20]3[CH:25]=[CH:24][C:23]([F:26])=[C:22]([Br:27])[CH:21]=3)[C:16](=[O:17])[N:15]([CH3:18])[C:14]([NH2:29])=[N:13]2)[CH:7]=1)(=[O:4])=[O:3].